Dataset: Full USPTO retrosynthesis dataset with 1.9M reactions from patents (1976-2016). Task: Predict the reactants needed to synthesize the given product. Given the product [Br:1][CH2:2][CH2:3][CH2:4][C:5]([CH3:9])([CH3:8])[CH2:6][O:7][CH:11]1[CH2:12][CH2:13][CH2:14][CH2:15][O:10]1, predict the reactants needed to synthesize it. The reactants are: [Br:1][CH2:2][CH2:3][CH2:4][C:5]([CH3:9])([CH3:8])[CH2:6][OH:7].[O:10]1[CH:15]=[CH:14][CH2:13][CH2:12][CH2:11]1.